Dataset: Full USPTO retrosynthesis dataset with 1.9M reactions from patents (1976-2016). Task: Predict the reactants needed to synthesize the given product. Given the product [C:25]([C:22]1[CH:21]=[CH:20][C:19]([N:2]2[CH2:3][CH2:4][C:5]3([CH2:10][CH2:9][N:8]([C:11]([O:13][C:14]([CH3:17])([CH3:16])[CH3:15])=[O:12])[CH2:7][CH2:6]3)[CH2:1]2)=[N:24][CH:23]=1)#[N:26], predict the reactants needed to synthesize it. The reactants are: [CH2:1]1[C:5]2([CH2:10][CH2:9][N:8]([C:11]([O:13][C:14]([CH3:17])([CH3:16])[CH3:15])=[O:12])[CH2:7][CH2:6]2)[CH2:4][CH2:3][NH:2]1.Cl[C:19]1[N:24]=[CH:23][C:22]([C:25]#[N:26])=[CH:21][CH:20]=1.CCN(C(C)C)C(C)C.